This data is from Reaction yield outcomes from USPTO patents with 853,638 reactions. The task is: Predict the reaction yield, written as a fraction of the theoretical maximum amount of product (1.0 means a 100% yield; for example, 0.34 means a 34% yield). (1) The reactants are [Cl:1][C:2]1[C:7]([C:8]([F:11])([F:10])[F:9])=[CH:6][N:5]=[C:4]2[NH:12][CH:13]=[C:14]([NH2:15])[C:3]=12.[N:16]1[CH:21]=[CH:20][N:19]=[CH:18][C:17]=1[C:22](O)=[O:23].C1N(P(Cl)(N2C(=O)OCC2)=O)C(=O)OC1.C(N(CC)CC)C.[Li+].[OH-]. The catalyst is C(Cl)Cl.O. The product is [Cl:1][C:2]1[C:7]([C:8]([F:11])([F:9])[F:10])=[CH:6][N:5]=[C:4]2[NH:12][CH:13]=[C:14]([NH:15][C:22]([C:17]3[CH:18]=[N:19][CH:20]=[CH:21][N:16]=3)=[O:23])[C:3]=12. The yield is 0.790. (2) The reactants are [CH:1]([CH:3]1[CH2:8][CH2:7][N:6]([C:9]([O:11][C:12]([CH3:15])([CH3:14])[CH3:13])=[O:10])[CH2:5][CH2:4]1)=[O:2].[CH3:16][Mg]Br. The yield is 0.902. The product is [OH:2][CH:1]([CH:3]1[CH2:8][CH2:7][N:6]([C:9]([O:11][C:12]([CH3:15])([CH3:14])[CH3:13])=[O:10])[CH2:5][CH2:4]1)[CH3:16]. The catalyst is C1COCC1. (3) The reactants are [F:1][C:2]1[CH:26]=[CH:25][C:5]([C:6]([N:8]([C:17]2[CH:22]=[CH:21][C:20]([O:23]C)=[CH:19][CH:18]=2)[C:9]2[CH:14]=[CH:13][C:12]([O:15]C)=[CH:11][CH:10]=2)=[O:7])=[C:4]([C:27]([F:30])([F:29])[F:28])[CH:3]=1.B(Br)(Br)Br.O.CCOC(C)=O. The catalyst is C(Cl)Cl. The product is [F:1][C:2]1[CH:26]=[CH:25][C:5]([C:6]([N:8]([C:17]2[CH:22]=[CH:21][C:20]([OH:23])=[CH:19][CH:18]=2)[C:9]2[CH:14]=[CH:13][C:12]([OH:15])=[CH:11][CH:10]=2)=[O:7])=[C:4]([C:27]([F:28])([F:29])[F:30])[CH:3]=1. The yield is 0.925. (4) The reactants are O=[C:2]1[CH2:7][CH2:6][CH:5]([NH:8][C:9](=[O:13])[CH:10]([CH3:12])[CH3:11])[CH2:4][CH2:3]1.Cl.[O:15]1[C:19]2[CH:20]=[CH:21][C:22]([NH:24]N)=[CH:23][C:18]=2[O:17][CH2:16]1.Cl. The catalyst is O. The product is [O:17]1[C:18]2=[CH:23][C:22]3[NH:24][C:2]4[CH2:7][CH2:6][CH:5]([NH:8][C:9](=[O:13])[CH:10]([CH3:12])[CH3:11])[CH2:4][C:3]=4[C:21]=3[CH:20]=[C:19]2[O:15][CH2:16]1. The yield is 0.750. (5) The catalyst is CN1C(=O)N(C)CCC1. The product is [CH3:27][N:28]([CH3:29])[C:2]1[C:7]([CH2:8][C:9]([O:11][CH3:12])=[O:10])=[C:6]([N:13]([CH3:15])[CH3:14])[N:5]=[C:4]([CH2:16][C:17]2[CH:22]=[CH:21][C:20]([N+:23]([O-:25])=[O:24])=[CH:19][CH:18]=2)[N:3]=1. The reactants are Cl[C:2]1[C:7]([CH2:8][C:9]([O:11][CH3:12])=[O:10])=[C:6]([N:13]([CH3:15])[CH3:14])[N:5]=[C:4]([CH2:16][C:17]2[CH:22]=[CH:21][C:20]([N+:23]([O-:25])=[O:24])=[CH:19][CH:18]=2)[N:3]=1.[Cl-].[CH3:27][NH2+:28][CH3:29].C(N(CC)C(C)C)(C)C.O. The yield is 0.690. (6) The reactants are [Li+].CC([N-]C(C)C)C.[F:9][C:10]1[CH:17]=[CH:16][C:13]([C:14]#[N:15])=[CH:12][CH:11]=1.[CH3:18][O:19][C:20]1[CH:21]=[C:22]2[C:27](=[CH:28][CH:29]=1)[CH:26]=[C:25]([CH:30]=[O:31])[CH:24]=[CH:23]2. The catalyst is C1COCC1. The product is [F:9][C:10]1[CH:17]=[CH:16][C:13]([C:14]#[N:15])=[CH:12][C:11]=1[CH:30]([OH:31])[C:25]1[CH:24]=[CH:23][C:22]2[C:27](=[CH:28][CH:29]=[C:20]([O:19][CH3:18])[CH:21]=2)[CH:26]=1. The yield is 0.400.